Predict the reaction yield, written as a fraction of the theoretical maximum amount of product (1.0 means a 100% yield; for example, 0.34 means a 34% yield). From a dataset of Reaction yield outcomes from USPTO patents with 853,638 reactions. (1) The reactants are [NH2:1][C:2]1[CH:7]=[CH:6][CH:5]=[CH:4][CH:3]=1.C(N(CC)CC)C.[C:15]([C:19]1[S:20][CH:21]=[CH:22][C:23]=1[S:24](Cl)(=[O:26])=[O:25])([O:17][CH3:18])=[O:16]. The catalyst is C1COCC1. The product is [CH3:18][O:17][C:15]([C:19]1[S:20][CH:21]=[CH:22][C:23]=1[S:24](=[O:26])(=[O:25])[NH:1][C:2]1[CH:7]=[CH:6][CH:5]=[CH:4][CH:3]=1)=[O:16]. The yield is 0.880. (2) The reactants are [CH2:1]([N:5]1[C:10](=[O:11])[C:9]([CH2:12]OS(C)(=O)=O)=[CH:8][C:7]([C:18]2[CH:23]=[CH:22][CH:21]=[CH:20][CH:19]=2)=[N:6]1)[CH:2]([CH3:4])[CH3:3].[CH3:24][N:25]1[CH2:30][CH2:29][NH:28][CH2:27][CH2:26]1. No catalyst specified. The product is [CH2:1]([N:5]1[C:10](=[O:11])[C:9]([CH2:12][N:28]2[CH2:29][CH2:30][N:25]([CH3:24])[CH2:26][CH2:27]2)=[CH:8][C:7]([C:18]2[CH:23]=[CH:22][CH:21]=[CH:20][CH:19]=2)=[N:6]1)[CH:2]([CH3:4])[CH3:3]. The yield is 0.771. (3) The reactants are Cl[C:2]1[N:7]=[C:6]([NH:8][C:9]2[CH:17]=[CH:16][C:15]([N:18]3[CH2:23][CH2:22][CH2:21][CH2:20][CH2:19]3)=[CH:14][C:10]=2[C:11]([NH2:13])=[O:12])[C:5]([Cl:24])=[CH:4][N:3]=1.[NH2:25][C:26]1[CH:38]=[CH:37][C:29]2[N:30]([CH3:36])[C:31](=[O:35])[CH2:32][CH2:33][CH2:34][C:28]=2[CH:27]=1.Cl. The catalyst is COC(O)C.O1CCOCC1. The product is [Cl:24][C:5]1[C:6]([NH:8][C:9]2[CH:17]=[CH:16][C:15]([N:18]3[CH2:23][CH2:22][CH2:21][CH2:20][CH2:19]3)=[CH:14][C:10]=2[C:11]([NH2:13])=[O:12])=[N:7][C:2]([NH:25][C:26]2[CH:38]=[CH:37][C:29]3[N:30]([CH3:36])[C:31](=[O:35])[CH2:32][CH2:33][CH2:34][C:28]=3[CH:27]=2)=[N:3][CH:4]=1. The yield is 0.210.